Dataset: Catalyst prediction with 721,799 reactions and 888 catalyst types from USPTO. Task: Predict which catalyst facilitates the given reaction. (1) Reactant: [CH3:1][C:2]([CH3:28])([CH2:16][CH2:17][O:18]COCC1C=CC=CC=1)[CH2:3][CH2:4][C:5]12[CH:14]=[CH:13][CH:12]=[CH:11][CH:10]1[C:9](=[O:15])[NH:8][C:6]2=[O:7].Cl. Product: [CH3:1][C:2]([CH3:28])([CH2:16][CH2:17][OH:18])[CH2:3][CH2:4][C:5]12[CH:14]=[CH:13][CH:12]=[CH:11][CH:10]1[C:9](=[O:15])[NH:8][C:6]2=[O:7]. The catalyst class is: 5. (2) Reactant: [H-].[Na+].[CH3:3][C:4]1([CH2:9][CH2:10][CH:11]=[C:12]([CH3:14])[CH3:13])[CH2:6][CH:5]1[CH2:7][OH:8].Br[CH2:16][C:17]1[CH:22]=[CH:21][CH:20]=[CH:19][C:18]=1[Cl:23]. Product: [Cl:23][C:18]1[CH:19]=[CH:20][CH:21]=[CH:22][C:17]=1[CH2:16][O:8][CH2:7][CH:5]1[CH2:6][C:4]1([CH3:3])[CH2:9][CH2:10][CH:11]=[C:12]([CH3:14])[CH3:13]. The catalyst class is: 37. (3) Reactant: Cl[C:2]([CH:4]1[CH2:8][CH2:7][CH2:6][N:5]1[C:9]([O:11][CH2:12][CH:13]1[C:25]2[CH:24]=[CH:23][CH:22]=[CH:21][C:20]=2[C:19]2[C:14]1=[CH:15][CH:16]=[CH:17][CH:18]=2)=[O:10])=[O:3].[NH2:26][C:27]1[CH:35]=[C:34]([Br:36])[CH:33]=[CH:32][C:28]=1[C:29]([NH2:31])=[O:30].CCN(CC)CC. Product: [Br:36][C:34]1[CH:33]=[CH:32][C:28]([C:29](=[O:30])[NH2:31])=[C:27]([NH:26][C:2]([CH:4]2[CH2:8][CH2:7][CH2:6][N:5]2[C:9]([O:11][CH2:12][CH:13]2[C:25]3[CH:24]=[CH:23][CH:22]=[CH:21][C:20]=3[C:19]3[C:14]2=[CH:15][CH:16]=[CH:17][CH:18]=3)=[O:10])=[O:3])[CH:35]=1. The catalyst class is: 20. (4) Reactant: [CH3:1][C:2]1[C:7]([CH3:9])([CH3:8])[CH2:6][CH2:5][C:4](=O)[CH:3]=1.C([O-])(=O)C.[Na+].S(O)(O)(=O)=O.[NH2:21]O.[H-].[Al+3].[Li+].[H-].[H-].[H-].S([O-])([O-])(=O)=O.[Na+].[Na+]. Product: [CH3:1][C:2]1[C:7]([CH3:9])([CH3:8])[CH2:6][CH2:5][CH:4]([NH2:21])[CH:3]=1. The catalyst class is: 40. (5) Reactant: Br[C:2]1[CH:7]=[CH:6][CH:5]=[CH:4][C:3]=1[CH2:8][C:9]([O:11][CH3:12])=[O:10].O1CCOCC1.[B:19]1([B:19]2[O:23][C:22]([CH3:25])([CH3:24])[C:21]([CH3:27])([CH3:26])[O:20]2)[O:23][C:22]([CH3:25])([CH3:24])[C:21]([CH3:27])([CH3:26])[O:20]1.C([O-])(=O)C.[K+]. Product: [CH3:26][C:21]1([CH3:27])[C:22]([CH3:25])([CH3:24])[O:23][B:19]([C:2]2[CH:7]=[CH:6][CH:5]=[CH:4][C:3]=2[CH2:8][C:9]([O:11][CH3:12])=[O:10])[O:20]1. The catalyst class is: 60. (6) Reactant: [CH3:1][C:2]1([CH3:21])[NH:6][C:5](=[O:7])[N:4]([C:8]([C:10]2[C:19]3[C:14](=[CH:15][CH:16]=[CH:17][CH:18]=3)[CH:13]=[CH:12][CH:11]=2)=[O:9])[C:3]1=[O:20].[H-].[Na+].Br[CH2:25][C:26]([C:28]1[CH:33]=[CH:32][CH:31]=[CH:30][CH:29]=1)=[O:27].C(OCC)(=O)C. Product: [CH3:1][C:2]1([CH3:21])[N:6]([CH2:25][C:26](=[O:27])[C:28]2[CH:33]=[CH:32][CH:31]=[CH:30][CH:29]=2)[C:5](=[O:7])[N:4]([C:8]([C:10]2[C:19]3[C:14](=[CH:15][CH:16]=[CH:17][CH:18]=3)[CH:13]=[CH:12][CH:11]=2)=[O:9])[C:3]1=[O:20]. The catalyst class is: 3. (7) Reactant: [F:1][C:2]1[CH:34]=[C:33]([F:35])[CH:32]=[CH:31][C:3]=1[CH2:4][N:5]([CH2:28][CH2:29][CH3:30])[C:6](=[O:27])[CH2:7][CH2:8][C:9]1[CH:26]=[CH:25][C:12]([O:13][CH2:14][C:15]2[CH:24]=[CH:23][CH:22]=[CH:21][C:16]=2[C:17]([O:19]C)=[O:18])=[CH:11][CH:10]=1.[OH-].[Li+].Cl. Product: [F:1][C:2]1[CH:34]=[C:33]([F:35])[CH:32]=[CH:31][C:3]=1[CH2:4][N:5]([CH2:28][CH2:29][CH3:30])[C:6](=[O:27])[CH2:7][CH2:8][C:9]1[CH:26]=[CH:25][C:12]([O:13][CH2:14][C:15]2[CH:24]=[CH:23][CH:22]=[CH:21][C:16]=2[C:17]([OH:19])=[O:18])=[CH:11][CH:10]=1. The catalyst class is: 20.